Dataset: Full USPTO retrosynthesis dataset with 1.9M reactions from patents (1976-2016). Task: Predict the reactants needed to synthesize the given product. The reactants are: C(OC([N:8]1[CH2:13][CH2:12][C@H:11]([C:14]2[CH:35]=[CH:34][C:17]3[C:18]4[N:22]([CH2:23][CH2:24][O:25][C:16]=3[CH:15]=2)[CH:21]=[C:20]([C:26]2[N:27]([CH:31]([CH3:33])[CH3:32])[N:28]=[CH:29][N:30]=2)[N:19]=4)[C@H:10]([OH:36])[CH2:9]1)=O)(C)(C)C.[ClH:37]. Given the product [ClH:37].[CH:31]([N:27]1[C:26]([C:20]2[N:19]=[C:18]3[N:22]([CH2:23][CH2:24][O:25][C:16]4[CH:15]=[C:14]([C@H:11]5[CH2:12][CH2:13][NH:8][CH2:9][C@H:10]5[OH:36])[CH:35]=[CH:34][C:17]=43)[CH:21]=2)=[N:30][CH:29]=[N:28]1)([CH3:33])[CH3:32], predict the reactants needed to synthesize it.